From a dataset of Reaction yield outcomes from USPTO patents with 853,638 reactions. Predict the reaction yield, written as a fraction of the theoretical maximum amount of product (1.0 means a 100% yield; for example, 0.34 means a 34% yield). The reactants are [Cl:1]C(OC(Cl)C)=O.C([N:21]1[CH2:24][CH:23]([O:25][CH2:26][C:27]2[S:28][CH:29]=[C:30]([Br:32])[CH:31]=2)[CH2:22]1)(C1C=CC=CC=1)C1C=CC=CC=1.C(O)C. The catalyst is ClCCl. The product is [ClH:1].[Br:32][C:30]1[CH:31]=[C:27]([CH2:26][O:25][CH:23]2[CH2:22][NH:21][CH2:24]2)[S:28][CH:29]=1. The yield is 0.770.